From a dataset of Reaction yield outcomes from USPTO patents with 853,638 reactions. Predict the reaction yield, written as a fraction of the theoretical maximum amount of product (1.0 means a 100% yield; for example, 0.34 means a 34% yield). (1) The reactants are [Cl:1][C:2]1[CH:7]=[CH:6][C:5]([NH:8]C(=O)C(C)(C)C)=[CH:4][CH:3]=1.[Li]CCCC.[F:20][C:21]([F:30])([F:29])[C:22](N1C=CN=C1)=[O:23].[Cl-].[NH4+].[OH-].[NH4+]. The catalyst is C1COCC1.CCCCCC.Cl.C(OCC)(=O)C. The product is [NH2:8][C:5]1[CH:4]=[CH:3][C:2]([Cl:1])=[CH:7][C:6]=1[C:22](=[O:23])[C:21]([F:30])([F:29])[F:20]. The yield is 0.150. (2) The reactants are [C:1]([C:3]1[C:8]([C:9]2[N:13]([S:14]([C:17]3[CH:22]=[CH:21][C:20]([F:23])=[CH:19][C:18]=3[F:24])(=[O:16])=[O:15])[CH:12]=[C:11]([CH2:25][N:26](C)[C:27](=O)OC(C)(C)C)[CH:10]=2)=[CH:7][CH:6]=[CH:5][N:4]=1)#[N:2].C(OCC)(=O)C.[ClH:41]. The catalyst is C(OCC)(=O)C.CC(O)C. The product is [ClH:41].[F:24][C:18]1[CH:19]=[C:20]([F:23])[CH:21]=[CH:22][C:17]=1[S:14]([N:13]1[CH:12]=[C:11]([CH2:25][NH:26][CH3:27])[CH:10]=[C:9]1[C:8]1[C:3]([C:1]#[N:2])=[N:4][CH:5]=[CH:6][CH:7]=1)(=[O:16])=[O:15]. The yield is 0.740. (3) The reactants are [CH3:1][C:2]1[NH:6][N:5]=[C:4]([NH2:7])[CH:3]=1.[Cl:8][C:9]1[CH:14]=[C:13](Cl)[N:12]=[C:11]([C:16]2[N:17]([CH3:25])[C:18]3[C:23]([CH:24]=2)=[CH:22][CH:21]=[CH:20][CH:19]=3)[N:10]=1.C(N(C(C)C)CC)(C)C. The catalyst is CC(N(C)C)=O. The product is [Cl:8][C:9]1[N:10]=[C:11]([C:16]2[N:17]([CH3:25])[C:18]3[C:23]([CH:24]=2)=[CH:22][CH:21]=[CH:20][CH:19]=3)[N:12]=[C:13]([NH:7][C:4]2[CH:3]=[C:2]([CH3:1])[NH:6][N:5]=2)[CH:14]=1. The yield is 0.690. (4) The reactants are [H-].[Na+].[C:3]([O:6][CH2:7][C:8]1[CH:13]=[CH:12][C:11]([OH:14])=[C:10]([F:15])[CH:9]=1)(=[O:5])[CH3:4].[CH3:16][O:17][CH2:18][CH2:19][O:20][CH2:21]Cl.O. The catalyst is O1CCCC1.CN(C)C=O. The product is [C:3]([O:6][CH2:7][C:8]1[CH:13]=[CH:12][C:11]([O:14][CH2:16][O:17][CH2:18][CH2:19][O:20][CH3:21])=[C:10]([F:15])[CH:9]=1)(=[O:5])[CH3:4]. The yield is 0.650.